Dataset: Full USPTO retrosynthesis dataset with 1.9M reactions from patents (1976-2016). Task: Predict the reactants needed to synthesize the given product. (1) Given the product [C:26]1([NH:25][C:2]2[N:10]=[C:9]([C:11]([F:14])([F:13])[F:12])[CH:8]=[CH:7][C:3]=2[C:4]([OH:6])=[O:5])[CH:31]=[CH:30][CH:29]=[CH:28][CH:27]=1, predict the reactants needed to synthesize it. The reactants are: Cl[C:2]1[N:10]=[C:9]([C:11]([F:14])([F:13])[F:12])[CH:8]=[CH:7][C:3]=1[C:4]([OH:6])=[O:5].C[Si](C)(C)N[Si](C)(C)C.[Li].[NH2:25][C:26]1[CH:31]=[CH:30][CH:29]=[CH:28][CH:27]=1. (2) Given the product [F:1][C:2]1[CH:3]=[CH:4][C:5]([C:8]2[C:13]([C:14]3[CH:19]=[CH:18][N:17]=[CH:16][CH:15]=3)=[C:12]([C:20]3[CH:21]=[CH:22][C:23]([F:26])=[CH:24][CH:25]=3)[N:11]=[C:47]3[O:48][C:49]([C:40]([OH:41])([CH3:42])[CH3:34])=[CH:45][C:46]=23)=[CH:6][CH:7]=1, predict the reactants needed to synthesize it. The reactants are: [F:1][C:2]1[CH:7]=[CH:6][C:5]([C:8]2[C:13]([C:14]3[CH:19]=[CH:18][N:17]=[CH:16][CH:15]=3)=[C:12]([C:20]3[CH:25]=[CH:24][C:23]([F:26])=[CH:22][CH:21]=3)[N:11]=C3OC(C(OC)=O)=CC=23)=[CH:4][CH:3]=1.[CH3:34][Mg]Cl.CCO[C:40]([CH3:42])=[O:41].[NH4+].[Cl-].[CH2:45]1[CH2:49][O:48][CH2:47][CH2:46]1. (3) Given the product [ClH:46].[ClH:46].[CH3:5][NH:6][C:39]([C:38]1[N:37]=[CH:36][N:31]2[C:32]3[C:27](=[C:26]([CH2:25][CH2:24][N:21]4[CH2:22][CH2:23][CH:18]([C:14]5[CH:13]=[CH:12][CH:11]=[C:10]6[C:15]=5[CH:16]=[CH:17][C:8]([CH3:7])=[N:9]6)[CH2:19][CH2:20]4)[CH:35]=[CH:34][CH:33]=3)[CH:28]=[CH:29][C:30]=12)=[O:44], predict the reactants needed to synthesize it. The reactants are: C[Al](C)C.[CH3:5][NH2:6].[CH3:7][C:8]1[CH:17]=[CH:16][C:15]2[C:10](=[CH:11][CH:12]=[CH:13][C:14]=2[CH:18]2[CH2:23][CH2:22][N:21]([CH2:24][CH2:25][C:26]3[CH:35]=[CH:34][CH:33]=[C:32]4[C:27]=3[CH:28]=[CH:29][C:30]3[N:31]4[CH:36]=[N:37][C:38]=3[C:39](OCC)=O)[CH2:20][CH2:19]2)[N:9]=1.[OH-:44].[Na+].[ClH:46]. (4) Given the product [CH2:26]([O:28][C:29]([O:30][CH2:31][O:17][P:15]([CH2:14][CH:13]([OH:25])[CH2:12][NH:11][C:9]([O:8][CH2:1][C:2]1[CH:7]=[CH:6][CH:5]=[CH:4][CH:3]=1)=[O:10])([CH2:18][CH:19]1[CH2:24][CH2:23][CH2:22][CH2:21][CH2:20]1)=[O:16])=[O:33])[CH3:27], predict the reactants needed to synthesize it. The reactants are: [CH2:1]([O:8][C:9]([NH:11][CH2:12][C@@H:13]([OH:25])[CH2:14][P:15]([CH2:18][CH:19]1[CH2:24][CH2:23][CH2:22][CH2:21][CH2:20]1)(=[O:17])[OH:16])=[O:10])[C:2]1[CH:7]=[CH:6][CH:5]=[CH:4][CH:3]=1.[CH2:26]([O:28][C:29](=[O:33])[O:30][CH2:31]Cl)[CH3:27].